The task is: Predict the product of the given reaction.. This data is from Forward reaction prediction with 1.9M reactions from USPTO patents (1976-2016). Given the reactants I[C:2]1[C:10]2[C:5](=[N:6][CH:7]=[C:8]([C:11]3[CH:16]=[CH:15][C:14]([N:17]4[CH2:22][CH2:21][N:20]([C:23]([O:25][C:26]([CH3:29])([CH3:28])[CH3:27])=[O:24])[CH2:19][CH2:18]4)=[CH:13][CH:12]=3)[CH:9]=2)[N:4]([S:30]([C:33]2[CH:39]=[CH:38][C:36]([CH3:37])=[CH:35][CH:34]=2)(=[O:32])=[O:31])[CH:3]=1.[F:40][C:41]1[CH:42]=[C:43]([CH:60]=[CH:61][CH:62]=1)[CH2:44][N:45]1[CH:49]=[C:48](C2OC(C)(C)C(C)(C)O2)[C:47](C)=[N:46]1.[C:63](=O)([O-])[O-].[Na+].[Na+], predict the reaction product. The product is: [F:40][C:41]1[CH:42]=[C:43]([CH:60]=[CH:61][CH:62]=1)[CH2:44][N:45]1[C:49]([CH3:63])=[C:48]([C:2]2[C:10]3[C:5](=[N:6][CH:7]=[C:8]([C:11]4[CH:16]=[CH:15][C:14]([N:17]5[CH2:22][CH2:21][N:20]([C:23]([O:25][C:26]([CH3:29])([CH3:28])[CH3:27])=[O:24])[CH2:19][CH2:18]5)=[CH:13][CH:12]=4)[CH:9]=3)[N:4]([S:30]([C:33]3[CH:39]=[CH:38][C:36]([CH3:37])=[CH:35][CH:34]=3)(=[O:32])=[O:31])[CH:3]=2)[CH:47]=[N:46]1.